Dataset: hERG Central: cardiac toxicity at 1µM, 10µM, and general inhibition. Task: Predict hERG channel inhibition at various concentrations. (1) The compound is N#Cc1nc(Cc2cccc3ccccc23)oc1NCCCn1ccnc1. Results: hERG_inhib (hERG inhibition (general)): blocker. (2) The drug is O=C(c1cc(F)c(F)cc1Cl)N1CCN(CCc2ccccc2)CC1. Results: hERG_inhib (hERG inhibition (general)): blocker. (3) The compound is c1cncc(-c2nc(NCCCn3ccnc3)c3ccccc3n2)c1. Results: hERG_inhib (hERG inhibition (general)): blocker.